From a dataset of Catalyst prediction with 721,799 reactions and 888 catalyst types from USPTO. Predict which catalyst facilitates the given reaction. (1) Reactant: Cl[C:2]1[CH:7]=[CH:6][N:5]=[CH:4][C:3]=1[N+:8]([O-:10])=[O:9].[CH3:11][C@@H:12]1[CH2:17][NH:16][CH2:15][C@H:14]2[NH:18][C:19](=[O:21])[O:20][C@@H:13]12.N1CCCCC1.[C:28](O[C:28]([O:30][C:31]([CH3:34])([CH3:33])[CH3:32])=[O:29])([O:30][C:31]([CH3:34])([CH3:33])[CH3:32])=[O:29].CN(C1C=CC=CN=1)C. Product: [CH3:11][C@@H:12]1[CH2:17][N:16]([C:2]2[CH:7]=[CH:6][N:5]=[CH:4][C:3]=2[N+:8]([O-:10])=[O:9])[CH2:15][C@H:14]2[N:18]([C:28]([O:30][C:31]([CH3:34])([CH3:33])[CH3:32])=[O:29])[C:19](=[O:21])[O:20][C@@H:13]12. The catalyst class is: 2. (2) Product: [C:10]([C:5]1[C:6]([O:8][CH3:9])=[CH:7][C:2]([NH2:1])=[CH:3][C:4]=1[O:14][CH3:15])([CH3:12])=[CH2:11]. Reactant: [NH2:1][C:2]1[CH:7]=[C:6]([O:8][CH3:9])[C:5]([C:10](O)([CH3:12])[CH3:11])=[C:4]([O:14][CH3:15])[CH:3]=1. The catalyst class is: 22. (3) Reactant: F[C:2]1[C:7]([F:8])=[C:6]([O:9][CH2:10][CH:11]2[CH2:15][O:14][C:13]([CH3:17])([CH3:16])[O:12]2)[C:5]([F:18])=[C:4]([F:19])[N:3]=1.[OH:20][C:21]1[CH:22]=[C:23]([CH:26]=[CH:27][C:28]=1[O:29][CH2:30][C:31]1[CH:36]=[CH:35][CH:34]=[CH:33][CH:32]=1)[C:24]#[N:25]. Product: [F:8][C:7]1[C:2]([O:20][C:21]2[CH:22]=[C:23]([CH:26]=[CH:27][C:28]=2[O:29][CH2:30][C:31]2[CH:36]=[CH:35][CH:34]=[CH:33][CH:32]=2)[C:24]#[N:25])=[N:3][C:4]([F:19])=[C:5]([F:18])[C:6]=1[O:9][CH2:10][CH:11]1[CH2:15][O:14][C:13]([CH3:17])([CH3:16])[O:12]1. The catalyst class is: 23. (4) Reactant: [CH3:1][NH:2][C:3]1[CH:8]=[CH:7][C:6]([C:9]2[CH:14]=[CH:13][N:12]=[C:11]3[N:15]([S:19]([C:22]4[CH:27]=[CH:26][CH:25]=[CH:24][CH:23]=4)(=[O:21])=[O:20])[C:16]([CH3:18])=[CH:17][C:10]=23)=[CH:5][CH:4]=1.[CH3:28][S:29](Cl)(=[O:31])=[O:30].C(Cl)Cl.CCOC(C)=O.O. Product: [CH3:1][N:2]([C:3]1[CH:4]=[CH:5][C:6]([C:9]2[CH:14]=[CH:13][N:12]=[C:11]3[N:15]([S:19]([C:22]4[CH:27]=[CH:26][CH:25]=[CH:24][CH:23]=4)(=[O:20])=[O:21])[C:16]([CH3:18])=[CH:17][C:10]=23)=[CH:7][CH:8]=1)[S:29]([CH3:28])(=[O:31])=[O:30]. The catalyst class is: 1. (5) Reactant: [OH:1][CH:2]1[CH2:16][C:5]2([CH2:8][N:7](C(OC(C)(C)C)=O)[CH2:6]2)[O:4][CH2:3]1.OC1CC2(CCN(C(OC(C)(C)C)=O)C2)OC1.C(OC(N1CC(=O)C1)=O)(C)(C)C.[ClH:46]. Product: [ClH:46].[OH:1][CH:2]1[CH2:16][C:5]2([CH2:8][NH2+:7][CH2:6]2)[O:4][CH2:3]1. The catalyst class is: 12. (6) Reactant: [Cl:1][C:2]1[CH:27]=[CH:26][CH:25]=[C:24]([N+:28]([O-])=O)[C:3]=1[C:4]([N:6]([C:11](=O)[C@@H:12]([NH:15][C:16](=[O:22])[O:17][C:18]([CH3:21])([CH3:20])[CH3:19])[CH2:13][CH3:14])[C@@H:7]1[CH2:9][C@@H:8]1[F:10])=[O:5]. Product: [Cl:1][C:2]1[CH:27]=[CH:26][CH:25]=[C:24]2[C:3]=1[C:4](=[O:5])[N:6]([C@@H:7]1[CH2:9][C@@H:8]1[F:10])[C:11]([C@@H:12]([NH:15][C:16](=[O:22])[O:17][C:18]([CH3:21])([CH3:20])[CH3:19])[CH2:13][CH3:14])=[N:28]2. The catalyst class is: 183. (7) Reactant: [C:1]([O:5][C:6]([N:8]1[CH2:14][CH2:13][CH2:12][NH:11][CH2:10][CH2:9]1)=[O:7])([CH3:4])([CH3:3])[CH3:2].C([N:23]=[C:24]=[S:25])(=O)C1C=CC=CC=1. Product: [C:1]([O:5][C:6]([N:8]1[CH2:14][CH2:13][CH2:12][N:11]([C:24](=[S:25])[NH2:23])[CH2:10][CH2:9]1)=[O:7])([CH3:4])([CH3:2])[CH3:3]. The catalyst class is: 1. (8) The catalyst class is: 7. Reactant: [NH:1]1[CH:5]=[CH:4][N:3]=[CH:2]1.[S:6](Cl)(Cl)=[O:7]. Product: [S:6]([C:2]1[NH:1][CH:5]=[CH:4][N:3]=1)([C:2]1[NH:1][CH:5]=[CH:4][N:3]=1)=[O:7].